Dataset: Forward reaction prediction with 1.9M reactions from USPTO patents (1976-2016). Task: Predict the product of the given reaction. (1) Given the reactants [BH4-].[Na+].[O:3]1[C:7]2[CH:8]=[CH:9][C:10]([O:12][CH2:13][CH:14]3[CH2:19][CH2:18][CH2:17][N:16]([CH2:20][C:21]([C:23]4([C:27]5[CH:32]=[CH:31][CH:30]=[CH:29][C:28]=5[O:33][CH3:34])[CH2:26][CH2:25][CH2:24]4)=[O:22])[CH2:15]3)=[CH:11][C:6]=2[O:5][CH2:4]1, predict the reaction product. The product is: [O:3]1[C:7]2[CH:8]=[CH:9][C:10]([O:12][CH2:13][CH:14]3[CH2:19][CH2:18][CH2:17][N:16]([CH2:20][CH:21]([C:23]4([C:27]5[CH:32]=[CH:31][CH:30]=[CH:29][C:28]=5[O:33][CH3:34])[CH2:24][CH2:25][CH2:26]4)[OH:22])[CH2:15]3)=[CH:11][C:6]=2[O:5][CH2:4]1. (2) Given the reactants [C:1]([O:5][C:6](=[O:33])[CH2:7][N:8]([S:17]([C:20]1[CH:25]=[CH:24][C:23]([O:26][C:27]2[CH:32]=[CH:31][CH:30]=[CH:29][CH:28]=2)=[CH:22][CH:21]=1)(=[O:19])=[O:18])[CH2:9][C:10]([O:12][C:13]([CH3:16])([CH3:15])[CH3:14])=[O:11])([CH3:4])([CH3:3])[CH3:2].[Br:34]C1C=CC(OC2C=CC(S(Cl)(=O)=O)=CC=2)=CC=1, predict the reaction product. The product is: [C:1]([O:5][C:6](=[O:33])[CH2:7][N:8]([S:17]([C:20]1[CH:25]=[CH:24][C:23]([O:26][C:27]2[CH:32]=[CH:31][C:30]([Br:34])=[CH:29][CH:28]=2)=[CH:22][CH:21]=1)(=[O:19])=[O:18])[CH2:9][C:10]([O:12][C:13]([CH3:16])([CH3:15])[CH3:14])=[O:11])([CH3:2])([CH3:3])[CH3:4]. (3) Given the reactants [F:1][C:2]([F:42])([F:41])[C:3]1[CH:4]=[C:5]([C@H:13]([N:15]([CH3:40])[C:16]([N:18]2[CH2:31][CH2:30][C@:21]3([NH:25][C@H:24]([C:26]([O:28]C)=O)[CH2:23][CH2:22]3)[CH2:20][C@@H:19]2[C:32]2[CH:37]=[CH:36][C:35]([F:38])=[CH:34][C:33]=2[CH3:39])=[O:17])[CH3:14])[CH:6]=[C:7]([C:9]([F:12])([F:11])[F:10])[CH:8]=1.CCOC(C)=O.C(Cl)Cl.[NH3:52], predict the reaction product. The product is: [F:10][C:9]([F:12])([F:11])[C:7]1[CH:6]=[C:5]([C@H:13]([N:15]([CH3:40])[C:16]([N:18]2[CH2:31][CH2:30][C@:21]3([NH:25][C@H:24]([C:26]([NH2:52])=[O:28])[CH2:23][CH2:22]3)[CH2:20][C@@H:19]2[C:32]2[CH:37]=[CH:36][C:35]([F:38])=[CH:34][C:33]=2[CH3:39])=[O:17])[CH3:14])[CH:4]=[C:3]([C:2]([F:1])([F:41])[F:42])[CH:8]=1. (4) Given the reactants [OH:1][C:2]1[CH:3]=[C:4]([NH:8][C:9]([NH2:11])=[S:10])[CH:5]=[CH:6][CH:7]=1.Br[CH2:13][C:14](=O)[CH3:15], predict the reaction product. The product is: [CH3:15][C:14]1[N:11]=[C:9]([NH:8][C:4]2[CH:3]=[C:2]([OH:1])[CH:7]=[CH:6][CH:5]=2)[S:10][CH:13]=1. (5) The product is: [CH3:36][Si:33]([CH3:34])([CH3:35])[CH2:32][CH2:31][O:30][CH2:29][N:7]([CH2:6][O:5][CH2:4][CH2:3][Si:2]([CH3:38])([CH3:37])[CH3:1])[C:8]1[N:13]2[N:14]=[CH:15][CH:16]=[C:12]2[N:11]=[C:10]([CH:17]2[CH2:18][CH2:19][C:20](=[CH:23][C:24]#[N:40])[CH2:21][CH2:22]2)[CH:9]=1. Given the reactants [CH3:1][Si:2]([CH3:38])([CH3:37])[CH2:3][CH2:4][O:5][CH2:6][N:7]([CH2:29][O:30][CH2:31][CH2:32][Si:33]([CH3:36])([CH3:35])[CH3:34])[C:8]1[N:13]2[N:14]=[CH:15][CH:16]=[C:12]2[N:11]=[C:10]([CH:17]2[CH2:22][CH2:21][C:20](=[CH:23][C:24](OCC)=O)[CH2:19][CH2:18]2)[CH:9]=1.C(CP(=O)(OCC)OCC)#[N:40], predict the reaction product. (6) Given the reactants [H-].[Na+].[F:3][CH:4]([F:17])[C:5]1[N:10]=[CH:9][N:8]=[C:7]([C:11]2[NH:12][O:13][C:14](=[O:16])[N:15]=2)[CH:6]=1.[C:18]([O:24][CH2:25]Cl)(=[O:23])[C:19]([CH3:22])([CH3:21])[CH3:20].[Cl-].[NH4+], predict the reaction product. The product is: [CH3:20][C:19]([CH3:22])([CH3:21])[C:18](=[O:23])[O:24][CH2:25][N:15]1[C:14](=[O:16])[O:13][N:12]=[C:11]1[C:7]1[CH:6]=[C:5]([CH:4]([F:3])[F:17])[N:10]=[CH:9][N:8]=1. (7) Given the reactants C(OC([NH:8][CH:9]([CH2:14][C:15]1[CH:20]=[C:19]([F:21])[C:18]([F:22])=[CH:17][C:16]=1[F:23])[CH2:10][C:11]([OH:13])=[O:12])=O)(C)(C)C.Cl.[CH3:25]O, predict the reaction product. The product is: [CH3:25][O:13][C:11](=[O:12])[CH2:10][CH:9]([NH2:8])[CH2:14][C:15]1[CH:20]=[C:19]([F:21])[C:18]([F:22])=[CH:17][C:16]=1[F:23]. (8) Given the reactants [NH:1]1[CH2:8][CH2:7][CH2:6][C@H:2]1[C:3]([OH:5])=[O:4].[C:9](Cl)(=[O:18])[O:10][CH2:11][C:12]1[CH:17]=[CH:16][CH:15]=[CH:14][CH:13]=1, predict the reaction product. The product is: [CH2:11]([O:10][C:9]([N:1]1[CH2:8][CH2:7][CH2:6][C@H:2]1[C:3]([OH:5])=[O:4])=[O:18])[C:12]1[CH:17]=[CH:16][CH:15]=[CH:14][CH:13]=1. (9) Given the reactants [CH3:1][C:2]([OH:6])([C:4]#[CH:5])[CH3:3].C1CCN2C(=NCCC2)CC1.[Br:18][C:19]1[CH:20]=[CH:21][C:22](O)=[C:23]([CH:28]=1)[C:24]([O:26][CH3:27])=[O:25].[Cl-].[NH4+], predict the reaction product. The product is: [Br:18][C:19]1[CH:20]=[CH:21][C:22]([O:6][C:2]([CH3:3])([CH3:1])[C:4]#[CH:5])=[C:23]([CH:28]=1)[C:24]([O:26][CH3:27])=[O:25]. (10) Given the reactants [CH3:1][C:2]1[CH:7]=[CH:6][C:5]([S:8]([O:11][CH2:12][CH:13]2[CH2:17][C:16]3[CH:18]=[C:19]([F:23])[CH:20]=[C:21](Br)[C:15]=3[O:14]2)(=[O:10])=[O:9])=[CH:4][CH:3]=1.[CH3:24][C:25]1[CH:30]=[CH:29][CH:28]=[CH:27][C:26]=1B(O)O.C(=O)([O-])[O-].[K+].[K+].CC1C=CC(S(OCC2CC3C(C4C=CC=CC=4)=CC=CC=3O2)(=O)=O)=CC=1, predict the reaction product. The product is: [CH3:1][C:2]1[CH:7]=[CH:6][C:5]([S:8]([O:11][CH2:12][CH:13]2[CH2:17][C:16]3[CH:18]=[C:19]([F:23])[CH:20]=[C:21]([C:26]4[CH:27]=[CH:28][CH:29]=[CH:30][C:25]=4[CH3:24])[C:15]=3[O:14]2)(=[O:10])=[O:9])=[CH:4][CH:3]=1.